From a dataset of Forward reaction prediction with 1.9M reactions from USPTO patents (1976-2016). Predict the product of the given reaction. (1) Given the reactants [Cl:1][C:2]1[CH:3]=[C:4]([C:30]2[CH2:31][CH2:32][C:33](=[O:36])[NH:34][N:35]=2)[CH:5]=[CH:6][C:7]=1[O:8][CH2:9][C:10]([N:12]1[CH2:17][CH2:16][CH:15]([NH:18][CH2:19][C@H:20]([OH:29])[CH2:21][O:22][C:23]2[CH:28]=[CH:27][CH:26]=[CH:25][CH:24]=2)[CH2:14][CH2:13]1)=[O:11].[Br:37]C1C=C(O)C=CC=1, predict the reaction product. The product is: [Br:37][C:27]1[CH:28]=[C:23]([CH:24]=[CH:25][CH:26]=1)[O:22][CH2:21][C@@H:20]([OH:29])[CH2:19][NH:18][CH:15]1[CH2:14][CH2:13][N:12]([C:10](=[O:11])[CH2:9][O:8][C:7]2[CH:6]=[CH:5][C:4]([C:30]3[CH2:31][CH2:32][C:33](=[O:36])[NH:34][N:35]=3)=[CH:3][C:2]=2[Cl:1])[CH2:17][CH2:16]1. (2) Given the reactants Br[C:2]1[N:7]=[CH:6][C:5]([C:8]([N:10]2[CH2:15][CH2:14][N:13]([C:16]3[C:21]([CH:22]4[CH2:24][CH2:23]4)=[CH:20][C:19]([CH3:25])=[CH:18][N:17]=3)[CH2:12][CH2:11]2)=[O:9])=[CH:4][CH:3]=1.[O:26]1[CH2:30][CH2:29][NH:28][C:27]1=[O:31], predict the reaction product. The product is: [CH:22]1([C:21]2[C:16]([N:13]3[CH2:14][CH2:15][N:10]([C:8]([C:5]4[CH:4]=[CH:3][C:2]([N:28]5[CH2:29][CH2:30][O:26][C:27]5=[O:31])=[N:7][CH:6]=4)=[O:9])[CH2:11][CH2:12]3)=[N:17][CH:18]=[C:19]([CH3:25])[CH:20]=2)[CH2:24][CH2:23]1. (3) Given the reactants [BH4-].[Na+].CCO.[CH3:6][N:7]1[N:11]=[N:10][C:9]([N:12]=[CH:13][C:14]2[CH:19]=[C:18]([C:20]([F:23])([F:22])[F:21])[CH:17]=[C:16]([C:24]([F:27])([F:26])[F:25])[CH:15]=2)=[N:8]1.[NH4+].[Cl-], predict the reaction product. The product is: [F:23][C:20]([F:21])([F:22])[C:18]1[CH:19]=[C:14]([CH:15]=[C:16]([C:24]([F:26])([F:27])[F:25])[CH:17]=1)[CH2:13][NH:12][C:9]1[N:10]=[N:11][N:7]([CH3:6])[N:8]=1. (4) Given the reactants C(OC(C1(CCCBr)CCC1)=O)C.C([O:16][C:17]([C:19]1([CH2:23][CH2:24][CH2:25][S:26][CH3:27])[CH2:22][CH2:21][CH2:20]1)=[O:18])C, predict the reaction product. The product is: [CH3:27][S:26][CH2:25][CH2:24][CH2:23][C:19]1([C:17]([OH:18])=[O:16])[CH2:22][CH2:21][CH2:20]1. (5) Given the reactants [C:1]1([C:7]2[C:15]3[C:10](=[CH:11][CH:12]=[C:13]([C:16]([F:19])([F:18])[F:17])[CH:14]=3)[NH:9][C:8]=2C(OCC)=O)[CH:6]=[CH:5][CH:4]=[CH:3][CH:2]=1.CO.[OH-].[Na+].Cl, predict the reaction product. The product is: [C:1]1([C:7]2[C:15]3[C:10](=[CH:11][CH:12]=[C:13]([C:16]([F:19])([F:17])[F:18])[CH:14]=3)[NH:9][CH:8]=2)[CH:2]=[CH:3][CH:4]=[CH:5][CH:6]=1. (6) Given the reactants [CH:1]1[CH:6]=[CH:5][C:4]([OH:7])=[CH:3][CH:2]=1.[OH:8][S:9]([O-:11])=[O:10].[OH-].[Ca+2:13].[OH-], predict the reaction product. The product is: [CH:5]1[C:4]([OH:7])=[CH:3][CH:2]=[C:1]([S:9]([O-:11])(=[O:10])=[O:8])[CH:6]=1.[CH:5]1[C:4]([OH:7])=[CH:3][CH:2]=[C:1]([S:9]([O-:11])(=[O:10])=[O:8])[CH:6]=1.[Ca+2:13]. (7) Given the reactants [N+:1]([C:4]1[N:9]=[CH:8][C:7]([O:10][C:11]2[CH:12]=[C:13]([CH:15]=[CH:16][CH:17]=2)[NH2:14])=[CH:6][CH:5]=1)([O-:3])=[O:2].C(N(C(C)C)CC)(C)C.[O:27]=[C:28]1[N:32]([C:33]2[CH:38]=[CH:37][CH:36]=[CH:35][CH:34]=2)[CH2:31][CH2:30][N:29]1[C:39](Cl)=[O:40], predict the reaction product. The product is: [N+:1]([C:4]1[N:9]=[CH:8][C:7]([O:10][C:11]2[CH:12]=[C:13]([NH:14][C:39]([N:29]3[CH2:30][CH2:31][N:32]([C:33]4[CH:38]=[CH:37][CH:36]=[CH:35][CH:34]=4)[C:28]3=[O:27])=[O:40])[CH:15]=[CH:16][CH:17]=2)=[CH:6][CH:5]=1)([O-:3])=[O:2].